This data is from NCI-60 drug combinations with 297,098 pairs across 59 cell lines. The task is: Regression. Given two drug SMILES strings and cell line genomic features, predict the synergy score measuring deviation from expected non-interaction effect. (1) Drug 1: CC1=C(C=C(C=C1)C(=O)NC2=CC(=CC(=C2)C(F)(F)F)N3C=C(N=C3)C)NC4=NC=CC(=N4)C5=CN=CC=C5. Drug 2: CCCCCOC(=O)NC1=NC(=O)N(C=C1F)C2C(C(C(O2)C)O)O. Cell line: SK-OV-3. Synergy scores: CSS=-6.48, Synergy_ZIP=1.21, Synergy_Bliss=-6.21, Synergy_Loewe=-9.79, Synergy_HSA=-10.8. (2) Drug 1: CC(C)(C#N)C1=CC(=CC(=C1)CN2C=NC=N2)C(C)(C)C#N. Drug 2: CN(CCCl)CCCl.Cl. Cell line: OVCAR-5. Synergy scores: CSS=11.8, Synergy_ZIP=-0.0486, Synergy_Bliss=0.0279, Synergy_Loewe=2.90, Synergy_HSA=1.15. (3) Drug 1: C1CC(=O)NC(=O)C1N2C(=O)C3=CC=CC=C3C2=O. Drug 2: COC1=C2C(=CC3=C1OC=C3)C=CC(=O)O2. Cell line: MDA-MB-231. Synergy scores: CSS=0.630, Synergy_ZIP=1.41, Synergy_Bliss=3.02, Synergy_Loewe=-0.864, Synergy_HSA=-0.418. (4) Cell line: EKVX. Synergy scores: CSS=6.93, Synergy_ZIP=-4.76, Synergy_Bliss=-4.89, Synergy_Loewe=-5.34, Synergy_HSA=-4.26. Drug 2: C1CCN(CC1)CCOC2=CC=C(C=C2)C(=O)C3=C(SC4=C3C=CC(=C4)O)C5=CC=C(C=C5)O. Drug 1: C1CN1C2=NC(=NC(=N2)N3CC3)N4CC4.